From a dataset of Full USPTO retrosynthesis dataset with 1.9M reactions from patents (1976-2016). Predict the reactants needed to synthesize the given product. (1) Given the product [NH2:23][C:21]1[C:22]2[C:14]([C:11]3[CH:10]=[CH:9][C:8]([O:1][C:2]4[CH:7]=[CH:6][CH:5]=[CH:4][CH:3]=4)=[CH:13][CH:12]=3)=[CH:15][N:16]([C:25]3[C:26]([C:27]#[N:28])=[CH:29][CH:30]=[CH:31][N:32]=3)[C:17]=2[N:18]=[CH:19][N:20]=1, predict the reactants needed to synthesize it. The reactants are: [O:1]([C:8]1[CH:13]=[CH:12][C:11]([C:14]2[C:22]3[C:21]([NH2:23])=[N:20][CH:19]=[N:18][C:17]=3[NH:16][CH:15]=2)=[CH:10][CH:9]=1)[C:2]1[CH:7]=[CH:6][CH:5]=[CH:4][CH:3]=1.Cl[C:25]1[N:32]=[CH:31][CH:30]=[CH:29][C:26]=1[C:27]#[N:28].[H-].[Na+]. (2) The reactants are: BrC1C(N2CCN(CC3C=NC=CC=3)CC2)=C2N=C(C3C=CC(CN)=CC=3)NC2=NC=1.[Br:32][C:33]1[C:34]([N:52]2[CH2:57][CH2:56][N:55]([CH2:58][C:59]3[CH:60]=[N:61][CH:62]=[CH:63][CH:64]=3)[CH2:54][CH2:53]2)=[C:35]2[N:41]=[C:40]([CH2:42][CH2:43][NH:44]C(=O)OC(C)(C)C)[NH:39][C:36]2=[N:37][CH:38]=1.C(O)(C(F)(F)F)=O. Given the product [Br:32][C:33]1[C:34]([N:52]2[CH2:57][CH2:56][N:55]([CH2:58][C:59]3[CH:60]=[N:61][CH:62]=[CH:63][CH:64]=3)[CH2:54][CH2:53]2)=[C:35]2[N:41]=[C:40]([CH2:42][CH2:43][NH2:44])[NH:39][C:36]2=[N:37][CH:38]=1, predict the reactants needed to synthesize it. (3) Given the product [CH2:12]([S:14]([C:15]1[C:16]([C:21]2[N:33]([CH3:34])[C:24]3=[N:25][CH:26]=[C:27]([C:29]([F:32])([F:30])[F:31])[CH:28]=[C:23]3[N:22]=2)=[N:17][CH:18]=[CH:19][N:20]=1)=[O:6])[CH3:13], predict the reactants needed to synthesize it. The reactants are: ClC1C=C(C=CC=1)C(OO)=[O:6].[CH2:12]([S:14][C:15]1[C:16]([C:21]2[N:33]([CH3:34])[C:24]3=[N:25][CH:26]=[C:27]([C:29]([F:32])([F:31])[F:30])[CH:28]=[C:23]3[N:22]=2)=[N:17][CH:18]=[CH:19][N:20]=1)[CH3:13].C(=O)(O)[O-].[Na+]. (4) Given the product [C:10]1([CH3:14])[CH:11]=[CH:12][CH:13]=[C:8]([S:5]([N:4]2[CH2:1][CH:2]=[CH:3][C:16]3[N:17]=[CH:18][C:19]([C:20]([O:22][CH3:23])=[O:21])=[CH:24][C:15]2=3)(=[O:7])=[O:6])[CH:9]=1, predict the reactants needed to synthesize it. The reactants are: [CH2:1]([N:4]([C:15]1[C:16](C=C)=[N:17][CH:18]=[C:19]([CH:24]=1)[C:20]([O:22][CH3:23])=[O:21])[S:5]([C:8]1[CH:13]=[CH:12][CH:11]=[C:10]([CH3:14])[CH:9]=1)(=[O:7])=[O:6])[CH:2]=[CH2:3].